Predict which catalyst facilitates the given reaction. From a dataset of Catalyst prediction with 721,799 reactions and 888 catalyst types from USPTO. (1) Reactant: [CH3:1][C:2]1[CH:8]=[C:7]([OH:9])[CH:6]=[CH:5][C:3]=1[OH:4].C(=O)([O-])[O-].[Cs+].[Cs+].[CH3:16][O:17][C:18](=[O:23])[C:19](Br)([CH3:21])[CH3:20]. Product: [CH3:16][O:17][C:18](=[O:23])[C:19]([O:4][C:3]1[CH:5]=[CH:6][C:7]([OH:9])=[CH:8][C:2]=1[CH3:1])([CH3:21])[CH3:20]. The catalyst class is: 10. (2) Reactant: C(O[C:6](=O)[N:7]([C@@H:9]([CH2:13][C:14]1[CH:19]=[CH:18][CH:17]=[CH:16][CH:15]=1)[CH2:10][C:11]#[N:12])C)(C)(C)C.[ClH:21].O1CCOCC1. Product: [ClH:21].[CH3:6][NH:7][C@@H:9]([CH2:13][C:14]1[CH:19]=[CH:18][CH:17]=[CH:16][CH:15]=1)[CH2:10][C:11]#[N:12]. The catalyst class is: 2.